This data is from Forward reaction prediction with 1.9M reactions from USPTO patents (1976-2016). The task is: Predict the product of the given reaction. (1) Given the reactants [I:1][C:2]1[N:7]=[N:6][C:5]([NH:8][CH2:9][CH2:10][NH2:11])=[CH:4][CH:3]=1.[C:12]([O:16][C:17](O[C:17]([O:16][C:12]([CH3:15])([CH3:14])[CH3:13])=[O:18])=[O:18])([CH3:15])([CH3:14])[CH3:13], predict the reaction product. The product is: [I:1][C:2]1[N:7]=[N:6][C:5]([NH:8][CH2:9][CH2:10][NH:11][C:17](=[O:18])[O:16][C:12]([CH3:15])([CH3:14])[CH3:13])=[CH:4][CH:3]=1. (2) Given the reactants COC1C=CC(C([NH:24][C:25]2[CH2:26][O:27][C:28]([CH3:53])([CH3:52])[C:29]([F:51])([F:50])[C@:30]([C:33]3[CH:38]=[C:37]([C:39]4[S:40][C:41]5[CH:47]=[C:46]([Cl:48])[CH:45]=[CH:44][C:42]=5[N:43]=4)[CH:36]=[CH:35][C:34]=3[F:49])([CH3:32])[N:31]=2)(C2C=CC(OC)=CC=2)C2C=CC=CC=2)=CC=1.FC(F)(F)C(O)=O.Cl, predict the reaction product. The product is: [ClH:48].[Cl:48][C:46]1[CH:45]=[CH:44][C:42]2[N:43]=[C:39]([C:37]3[CH:36]=[CH:35][C:34]([F:49])=[C:33]([C@:30]4([CH3:32])[C:29]([F:50])([F:51])[C:28]([CH3:53])([CH3:52])[O:27][CH2:26][C:25]([NH2:24])=[N:31]4)[CH:38]=3)[S:40][C:41]=2[CH:47]=1. (3) Given the reactants [Br:1][C:2]1[CH:7]=[C:6]([N+:8]([O-:10])=[O:9])[C:5]([OH:11])=[C:4]([CH2:12]/[CH:13]=[CH:14]/[CH3:15])[CH:3]=1.[CH2:16](Br)[C:17]1[CH:22]=[CH:21][CH:20]=[CH:19][CH:18]=1.BrC1C=C(C(C2C=CC=CC=2)C=C)C(O)=C([N+]([O-])=O)C=1.BrC1C=C(C(C2C=CC=CC=2)C=C)C(OCCC)=C([N+]([O-])=O)C=1, predict the reaction product. The product is: [CH2:16]([O:11][C:5]1[C:6]([N+:8]([O-:10])=[O:9])=[CH:7][C:2]([Br:1])=[CH:3][C:4]=1[CH2:12]/[CH:13]=[CH:14]/[CH3:15])[C:17]1[CH:22]=[CH:21][CH:20]=[CH:19][CH:18]=1. (4) Given the reactants [O:1]=[C:2]1[CH2:3][N:4]([C:9]([O:11][C:12]([CH3:15])([CH3:14])[CH3:13])=[O:10])[CH2:5][CH2:6][CH:7]=[CH:8]1.C[Si]([N:20]=[N+:21]=[N-:22])(C)C.C[Li].[C:25]([O-])(O)=O.[Na+], predict the reaction product. The product is: [N:20]([CH:7]1[CH2:6][CH2:5][N:4]([C:9]([O:11][C:12]([CH3:15])([CH3:14])[CH3:13])=[O:10])[CH2:3][C:2]([OH:1])([CH3:25])[CH2:8]1)=[N+:21]=[N-:22]. (5) Given the reactants C[O:2][C:3]([C:5]1[CH:10]=[CH:9][N:8]2[N:11]=[CH:12][CH:13]=[C:7]2[CH:6]=1)=[O:4].[OH-].[K+].O, predict the reaction product. The product is: [N:11]1[N:8]2[CH:9]=[CH:10][C:5]([C:3]([OH:4])=[O:2])=[CH:6][C:7]2=[CH:13][CH:12]=1. (6) Given the reactants [CH:1]1[CH:6]=[CH:5][C:4]([CH:7]([OH:13])[CH:8]([NH2:12])[C:9]([OH:11])=[O:10])=[CH:3][CH:2]=1.[CH3:14][O:15][CH2:16][C:17](O)=O, predict the reaction product. The product is: [CH3:14][O:15][CH2:16][C:17]1[O:13][C:7]([C:4]2[CH:3]=[CH:2][CH:1]=[CH:6][CH:5]=2)=[C:8]([C:9]([OH:11])=[O:10])[N:12]=1. (7) Given the reactants [Cl:1][C:2]1[CH:7]=[CH:6][CH:5]=[CH:4][C:3]=1[C:8]1[C:14]2[CH:15]=[C:16]([F:23])[C:17]([O:19][CH:20]([CH3:22])[CH3:21])=[CH:18][C:13]=2[NH:12][C:11](=S)[CH2:10][N:9]=1.CO[C:27](OC)([N:29](C)C)[CH3:28].[NH2:34]N, predict the reaction product. The product is: [Cl:1][C:2]1[CH:7]=[CH:6][CH:5]=[CH:4][C:3]=1[C:8]1[C:14]2[CH:15]=[C:16]([F:23])[C:17]([O:19][CH:20]([CH3:22])[CH3:21])=[CH:18][C:13]=2[N:12]=[C:11]2[NH:34][NH:29][C:27]([CH3:28])=[C:10]2[N:9]=1. (8) Given the reactants [NH2:1][C:2]1[N:7]2[N:8]=[CH:9][C:10]([C@@H:11]3[O:15][C@@:14]([CH2:18][OH:19])([C:16]#[CH:17])[C@@H:13]([O:20][Si](C(C)(C)C)(C)C)[CH2:12]3)=[C:6]2[N:5]=[CH:4][N:3]=1.CCCC[N+](CCCC)(CCCC)CCCC.[F-].C1COCC1, predict the reaction product. The product is: [NH2:1][C:2]1[N:7]2[N:8]=[CH:9][C:10]([C@@H:11]3[O:15][C@:14]([C:16]#[CH:17])([CH2:18][OH:19])[C@@H:13]([OH:20])[CH2:12]3)=[C:6]2[N:5]=[CH:4][N:3]=1. (9) Given the reactants [F:1][C:2]1[C:29]([NH:30][S:31]([CH2:34][CH2:35][CH3:36])(=[O:33])=[O:32])=[CH:28][CH:27]=[C:26]([F:37])[C:3]=1[C:4]([NH:6][C:7]1[CH:8]=[C:9]2[CH:15]=[C:14](I)[N:13]([S:17]([C:20]3[CH:25]=[CH:24][CH:23]=[CH:22][CH:21]=3)(=[O:19])=[O:18])[C:10]2=[N:11][CH:12]=1)=[O:5].[CH3:38][N:39]([CH3:43])[CH2:40][C:41]#[CH:42], predict the reaction product. The product is: [CH3:38][N:39]([CH3:43])[CH2:40][C:41]#[C:42][C:14]1[N:13]([S:17]([C:20]2[CH:21]=[CH:22][CH:23]=[CH:24][CH:25]=2)(=[O:19])=[O:18])[C:10]2=[N:11][CH:12]=[C:7]([NH:6][C:4](=[O:5])[C:3]3[C:26]([F:37])=[CH:27][CH:28]=[C:29]([NH:30][S:31]([CH2:34][CH2:35][CH3:36])(=[O:32])=[O:33])[C:2]=3[F:1])[CH:8]=[C:9]2[CH:15]=1. (10) Given the reactants [CH:1]1([C:4]2[N:5]=[CH:6][C:7]([C:15]([OH:17])=O)=[N:8][C:9]=2[O:10][CH2:11][CH:12]2[CH2:14][CH2:13]2)[CH2:3][CH2:2]1.[CH3:18][C:19]1([O:24][C:25](=[O:27])[CH3:26])[CH2:23][CH2:22][NH:21][CH2:20]1, predict the reaction product. The product is: [CH:1]1([C:4]2[N:5]=[CH:6][C:7]([C:15]([N:21]3[CH2:22][CH2:23][C:19]([O:24][C:25](=[O:27])[CH3:26])([CH3:18])[CH2:20]3)=[O:17])=[N:8][C:9]=2[O:10][CH2:11][CH:12]2[CH2:13][CH2:14]2)[CH2:2][CH2:3]1.